Dataset: Forward reaction prediction with 1.9M reactions from USPTO patents (1976-2016). Task: Predict the product of the given reaction. The product is: [Cl:1][C:2]1[CH:10]=[CH:9][CH:8]=[C:7]([F:11])[C:3]=1[C:4]([N:19]([C:4](=[O:5])[C:3]1[C:7]([F:11])=[CH:8][CH:9]=[CH:10][C:2]=1[Cl:1])[C:18]1[C:17]([F:20])=[CH:16][N:15]=[CH:14][C:13]=1[F:12])=[O:5]. Given the reactants [Cl:1][C:2]1[CH:10]=[CH:9][CH:8]=[C:7]([F:11])[C:3]=1[C:4](Cl)=[O:5].[F:12][C:13]1[CH:14]=[N:15][CH:16]=[C:17]([F:20])[C:18]=1[NH2:19], predict the reaction product.